This data is from Full USPTO retrosynthesis dataset with 1.9M reactions from patents (1976-2016). The task is: Predict the reactants needed to synthesize the given product. (1) Given the product [C:26]([N:23]1[CH2:24][CH2:25][CH:21]([C:17]2[CH:16]=[C:15]([N:6]3[C:5]([CH3:13])([CH3:12])[C:4]4[C:8](=[CH:9][CH:10]=[C:2]([Cl:1])[CH:3]=4)[C:7]3=[O:11])[CH:20]=[N:19][CH:18]=2)[CH2:22]1)(=[O:28])[CH3:27], predict the reactants needed to synthesize it. The reactants are: [Cl:1][C:2]1[CH:3]=[C:4]2[C:8](=[CH:9][CH:10]=1)[C:7](=[O:11])[NH:6][C:5]2([CH3:13])[CH3:12].Br[C:15]1[CH:16]=[C:17]([CH:21]2[CH2:25][CH2:24][N:23]([C:26](=[O:28])[CH3:27])[CH2:22]2)[CH:18]=[N:19][CH:20]=1.[C@H]1(N)CCCC[C@@H]1N.C([O-])([O-])=O.[Cs+].[Cs+]. (2) Given the product [OH:8][C:9]1[CH:10]=[CH:11][C:12]([CH:15]([CH2:21][CH:22]([CH3:23])[CH3:24])[C:16]([O:18][CH2:19][CH3:20])=[O:17])=[CH:13][CH:14]=1, predict the reactants needed to synthesize it. The reactants are: C([O:8][C:9]1[CH:14]=[CH:13][C:12]([CH:15]([CH2:21][CH:22]([CH3:24])[CH3:23])[C:16]([O:18][CH2:19][CH3:20])=[O:17])=[CH:11][CH:10]=1)C1C=CC=CC=1. (3) Given the product [Br:1][C:2]1[CH:3]=[C:4]2[C:9]3=[C:10]([CH:12]=[C:16]([C:17]([O:19][CH2:20][CH3:21])=[O:18])[CH2:15][CH2:14][N:8]3[CH2:7][CH2:6][CH2:5]2)[CH:11]=1, predict the reactants needed to synthesize it. The reactants are: [Br:1][C:2]1[CH:3]=[C:4]2[C:9](=[C:10]([CH:12]=O)[CH:11]=1)[N:8]([CH2:14][CH2:15][CH2:16][C:17]([O:19][CH2:20][CH3:21])=[O:18])[CH2:7][CH2:6][CH2:5]2.[O-]CC.[Na+].Cl. (4) Given the product [C:1]([O:4][CH2:5][CH2:6][C:7]1[C:8]([CH3:23])=[C:9]([C:21]#[N:22])[C:10]2[N:14]([C:15]=1[Cl:26])[C:13]1[CH:17]=[CH:18][CH:19]=[CH:20][C:12]=1[N:11]=2)(=[O:3])[CH3:2], predict the reactants needed to synthesize it. The reactants are: [C:1]([O:4][CH2:5][CH2:6][C:7]1[C:15](=O)[N:14]2[C:10]([NH:11][C:12]3[CH:20]=[CH:19][CH:18]=[CH:17][C:13]=32)=[C:9]([C:21]#[N:22])[C:8]=1[CH3:23])(=[O:3])[CH3:2].P(Cl)(Cl)([Cl:26])=O. (5) Given the product [CH2:6]([C:8]([C:11]1[CH:16]=[CH:15][C:14]([C:17]#[C:18][C:29]2([OH:28])[CH2:34][CH2:33][S:32][CH2:31][CH2:30]2)=[C:13]([CH3:19])[CH:12]=1)([C:20]1[CH:25]=[CH:24][C:23]([OH:26])=[C:22]([CH3:27])[CH:21]=1)[CH2:9][CH3:10])[CH3:7], predict the reactants needed to synthesize it. The reactants are: C([Li])CCC.[CH2:6]([C:8]([C:20]1[CH:25]=[CH:24][C:23]([OH:26])=[C:22]([CH3:27])[CH:21]=1)([C:11]1[CH:16]=[CH:15][C:14]([C:17]#[CH:18])=[C:13]([CH3:19])[CH:12]=1)[CH2:9][CH3:10])[CH3:7].[O:28]=[C:29]1[CH2:34][CH2:33][S:32][CH2:31][CH2:30]1.[Cl-].[NH4+]. (6) Given the product [F:1][C:2]1[C:3]([CH2:11][S:12][CH3:13])=[C:4]2[C:5]([CH:14]=[CH:15][NH:8]2)=[CH:6][CH:7]=1, predict the reactants needed to synthesize it. The reactants are: [F:1][C:2]1[CH:7]=[CH:6][CH:5]=[C:4]([N+:8]([O-])=O)[C:3]=1[CH2:11][S:12][CH3:13].[CH:14]([Mg]Br)=[CH2:15].[Cl-].[NH4+].C(OCC)(=O)C. (7) Given the product [Br:1][C:2]1[C:3]([CH:7]([CH3:9])[CH3:8])=[N:4][N:5]([CH2:10][OH:11])[CH:6]=1, predict the reactants needed to synthesize it. The reactants are: [Br:1][C:2]1[C:3]([CH:7]([CH3:9])[CH3:8])=[N:4][NH:5][CH:6]=1.[CH2:10]=[O:11].C(N(CC)CC)C.